Dataset: Full USPTO retrosynthesis dataset with 1.9M reactions from patents (1976-2016). Task: Predict the reactants needed to synthesize the given product. Given the product [F:34][C:33]1[CH:32]=[C:31]([F:35])[CH:30]=[C:29]([F:36])[C:28]=1[CH:26]([N:17]1[CH2:18][CH2:19][CH:14]([NH:13][C:12]2[C:7]3[CH:6]=[C:5]([CH2:1][CH:2]([CH3:4])[CH3:3])[S:20][C:8]=3[N:9]=[CH:10][N:11]=2)[CH2:15][CH2:16]1)[CH3:27], predict the reactants needed to synthesize it. The reactants are: [CH2:1]([C:5]1[S:20][C:8]2[N:9]=[CH:10][N:11]=[C:12]([NH:13][CH:14]3[CH2:19][CH2:18][NH:17][CH2:16][CH2:15]3)[C:7]=2[CH:6]=1)[CH:2]([CH3:4])[CH3:3].CS(O[CH:26]([C:28]1[C:33]([F:34])=[CH:32][C:31]([F:35])=[CH:30][C:29]=1[F:36])[CH3:27])(=O)=O.